This data is from Catalyst prediction with 721,799 reactions and 888 catalyst types from USPTO. The task is: Predict which catalyst facilitates the given reaction. Reactant: [C:1]([C:3]1[CH:8]=[CH:7][N:6]2[C:9]([C:12]3[CH:13]=[C:14]([NH:18][C:19]([NH:21][CH2:22][C:23]([F:26])([F:25])[F:24])=[O:20])[CH:15]=[CH:16][CH:17]=3)=[CH:10][N:11]=[C:5]2[CH:4]=1)#[N:2].[N-:27]=[N+:28]=[N-:29].[Na+].[Cl-].[NH4+]. Product: [N:2]1[NH:27][N:28]=[N:29][C:1]=1[C:3]1[CH:8]=[CH:7][N:6]2[C:9]([C:12]3[CH:13]=[C:14]([NH:18][C:19]([NH:21][CH2:22][C:23]([F:26])([F:25])[F:24])=[O:20])[CH:15]=[CH:16][CH:17]=3)=[CH:10][N:11]=[C:5]2[CH:4]=1. The catalyst class is: 3.